This data is from Forward reaction prediction with 1.9M reactions from USPTO patents (1976-2016). The task is: Predict the product of the given reaction. (1) Given the reactants O=S(Cl)[Cl:3].[C:5]([OH:17])(=O)[CH2:6][CH2:7][CH2:8][CH2:9][CH2:10][CH2:11][CH2:12][CH2:13][CH:14]=[CH2:15], predict the reaction product. The product is: [C:5]([Cl:3])(=[O:17])[CH2:6][CH2:7][CH2:8][CH2:9][CH2:10][CH2:11][CH2:12][CH2:13][CH:14]=[CH2:15]. (2) Given the reactants C(Cl)(=O)C(Cl)=O.CS(C)=O.[Br:11][C:12]1[CH:17]=[CH:16][CH:15]=[CH:14][C:13]=1[CH:18]([C:20]1[CH:25]=[CH:24][C:23]([Cl:26])=[CH:22][CH:21]=1)[OH:19].CCN(CC)CC, predict the reaction product. The product is: [Br:11][C:12]1[CH:17]=[CH:16][CH:15]=[CH:14][C:13]=1[C:18]([C:20]1[CH:21]=[CH:22][C:23]([Cl:26])=[CH:24][CH:25]=1)=[O:19]. (3) Given the reactants [C:1]([O:4][CH2:5][CH:6]([O:9][CH2:10][C@@H:11]([NH:14][C:15]([O:17][C:18]([CH3:21])([CH3:20])[CH3:19])=[O:16])[CH:12]=[CH2:13])C=C)(=[O:3])[CH3:2], predict the reaction product. The product is: [C:1]([O:4][CH2:5][CH:6]1[CH:13]=[CH:12][C@H:11]([NH:14][C:15]([O:17][C:18]([CH3:19])([CH3:20])[CH3:21])=[O:16])[CH2:10][O:9]1)(=[O:3])[CH3:2].